Dataset: Full USPTO retrosynthesis dataset with 1.9M reactions from patents (1976-2016). Task: Predict the reactants needed to synthesize the given product. (1) Given the product [N+:9]([C:4]1[CH:3]=[C:2]([C:19]2[S:18][CH:22]=[CH:21][CH:20]=2)[CH:8]=[CH:7][C:5]=1[NH2:6])([O-:11])=[O:10], predict the reactants needed to synthesize it. The reactants are: Br[C:2]1[CH:8]=[CH:7][C:5]([NH2:6])=[C:4]([N+:9]([O-:11])=[O:10])[CH:3]=1.C([O-])([O-])=O.[Na+].[Na+].[S:18]1[CH:22]=[CH:21][CH:20]=[C:19]1B(O)O. (2) The reactants are: Cl[C:2]1[N:7]=[C:6]([N:8]2[CH2:13][CH2:12][O:11][CH2:10][CH2:9]2)[N:5]=[C:4]([N:14]2[C:18]3[CH:19]=[CH:20][CH:21]=[CH:22][C:17]=3[N:16]=[C:15]2[CH:23]([F:25])[F:24])[N:3]=1.[N:26]1[CH:31]=[CH:30][CH:29]=[C:28](B(O)O)[CH:27]=1.C([O-])([O-])=O.[Na+].[Na+]. Given the product [F:24][CH:23]([F:25])[C:15]1[N:14]([C:4]2[N:5]=[C:6]([N:8]3[CH2:13][CH2:12][O:11][CH2:10][CH2:9]3)[N:7]=[C:2]([C:28]3[CH:27]=[N:26][CH:31]=[CH:30][CH:29]=3)[N:3]=2)[C:18]2[CH:19]=[CH:20][CH:21]=[CH:22][C:17]=2[N:16]=1, predict the reactants needed to synthesize it. (3) Given the product [F:17][C:7]1[CH:6]=[C:5]([CH:10]=[C:9]([N:11]2[CH2:16][CH2:15][O:14][CH2:13][CH2:12]2)[CH:8]=1)[C:4]([OH:18])=[O:3], predict the reactants needed to synthesize it. The reactants are: C([O:3][C:4](=[O:18])[C:5]1[CH:10]=[C:9]([N:11]2[CH2:16][CH2:15][O:14][CH2:13][CH2:12]2)[CH:8]=[C:7]([F:17])[CH:6]=1)C.[OH-].[Na+]. (4) Given the product [CH2:1]([C:17]1[CH:18]=[C:19]([CH:23]=[CH:24][C:16]=1[CH:14]=[O:15])[C:20]([OH:22])=[O:21])[CH3:2], predict the reactants needed to synthesize it. The reactants are: [CH2:1](C1C=CC(C(O)=O)=CC=1C=O)[CH3:2].[CH:14]([C:16]1[CH:24]=[CH:23][C:19]([C:20]([OH:22])=[O:21])=[CH:18][C:17]=1O)=[O:15].C([Zn]CC)C. (5) Given the product [C:1]([C:3]1[CH:4]=[CH:5][C:6]([C:9]2[S:13][C:12]([C:14]([NH:16][C@@H:17]([CH:22]3[CH2:27][CH2:26][CH2:25][CH2:24][CH2:23]3)[C:18]([OH:20])=[O:19])=[O:15])=[C:11]([NH:28][C:29]([NH:31][C:32]3[C:33]([Cl:39])=[CH:34][CH:35]=[CH:36][C:37]=3[Cl:38])=[O:30])[CH:10]=2)=[CH:7][CH:8]=1)#[N:2], predict the reactants needed to synthesize it. The reactants are: [C:1]([C:3]1[CH:8]=[CH:7][C:6]([C:9]2[S:13][C:12]([C:14]([NH:16][C@@H:17]([CH:22]3[CH2:27][CH2:26][CH2:25][CH2:24][CH2:23]3)[C:18]([O:20]C)=[O:19])=[O:15])=[C:11]([NH:28][C:29]([NH:31][C:32]3[C:37]([Cl:38])=[CH:36][CH:35]=[CH:34][C:33]=3[Cl:39])=[O:30])[CH:10]=2)=[CH:5][CH:4]=1)#[N:2].[OH-].[Li+]. (6) Given the product [C:1]([O:5][C:6](=[O:34])[NH:7][C:8]1([C:12]2[CH:13]=[CH:14][C:15]([C:18]3[C:19]([C:28]4[CH:29]=[CH:30][CH:31]=[CH:32][CH:33]=4)=[CH:20][C:21]4[N:26]([S:43]([CH3:42])(=[O:45])=[O:44])[CH2:25][CH2:24][O:23][C:22]=4[N:27]=3)=[CH:16][CH:17]=2)[CH2:11][CH2:10][CH2:9]1)([CH3:4])([CH3:2])[CH3:3], predict the reactants needed to synthesize it. The reactants are: [C:1]([O:5][C:6](=[O:34])[NH:7][C:8]1([C:12]2[CH:17]=[CH:16][C:15]([C:18]3[C:19]([C:28]4[CH:33]=[CH:32][CH:31]=[CH:30][CH:29]=4)=[CH:20][C:21]4[NH:26][CH2:25][CH2:24][O:23][C:22]=4[N:27]=3)=[CH:14][CH:13]=2)[CH2:11][CH2:10][CH2:9]1)([CH3:4])([CH3:3])[CH3:2].C(N(CC)CC)C.[CH3:42][S:43](Cl)(=[O:45])=[O:44].C([O-])(O)=O.[Na+]. (7) Given the product [CH2:2]([N:9]1[CH:13]=[C:12]([C:14]([O:16][CH2:17][CH3:18])=[O:15])[CH:11]=[N:10]1)[C:3]1[CH:8]=[CH:7][CH:6]=[CH:5][CH:4]=1, predict the reactants needed to synthesize it. The reactants are: Br[CH2:2][C:3]1[CH:8]=[CH:7][CH:6]=[CH:5][CH:4]=1.[NH:9]1[CH:13]=[C:12]([C:14]([O:16][CH2:17][CH3:18])=[O:15])[CH:11]=[N:10]1.C([O-])([O-])=O.[K+].[K+]. (8) The reactants are: [CH:1]1[C:11]2[CH2:10][CH2:9][C:8]3[CH:12]=[CH:13][CH:14]=[CH:15][C:7]=3[C:6](=[CH:16][C:17]3[CH:22]=[CH:21][C:20]([NH2:23])=[CH:19][CH:18]=3)[C:5]=2[CH:4]=[CH:3][CH:2]=1.[CH2:24]([S:28](Cl)(=[O:30])=[O:29])[CH2:25][CH2:26][CH3:27]. Given the product [CH:1]1[C:11]2[CH2:10][CH2:9][C:8]3[CH:12]=[CH:13][CH:14]=[CH:15][C:7]=3[C:6](=[CH:16][C:17]3[CH:22]=[CH:21][C:20]([NH:23][S:28]([CH2:24][CH2:25][CH2:26][CH3:27])(=[O:30])=[O:29])=[CH:19][CH:18]=3)[C:5]=2[CH:4]=[CH:3][CH:2]=1, predict the reactants needed to synthesize it.